Dataset: Forward reaction prediction with 1.9M reactions from USPTO patents (1976-2016). Task: Predict the product of the given reaction. (1) Given the reactants [Br:1][C:2]1[CH:3]=[C:4]2[NH:10][C:9](=[O:11])/[C:8](=[CH:12]\[C:13]3[CH:18]=[CH:17][CH:16]=[C:15]([Cl:19])[C:14]=3[F:20])/[C:5]2=[N:6][CH:7]=1.[Li+].[OH-].[C:23]([C:25]1[CH:30]=[CH:29][C:28]([NH:31][C:32](=[O:41])[CH2:33]/[N:34]=[CH:35]/[CH2:36][C:37]([CH3:40])([CH3:39])[CH3:38])=[C:27]([O:42][CH3:43])[CH:26]=1)#[N:24], predict the reaction product. The product is: [Br:1][C:2]1[CH:3]=[C:4]2[NH:10][C:9](=[O:11])[C:8]3([CH:12]([C:13]4[CH:18]=[CH:17][CH:16]=[C:15]([Cl:19])[C:14]=4[F:20])[CH:33]([C:32]([NH:31][C:28]4[CH:29]=[CH:30][C:25]([C:23]#[N:24])=[CH:26][C:27]=4[O:42][CH3:43])=[O:41])[NH:34][CH:35]3[CH2:36][C:37]([CH3:40])([CH3:39])[CH3:38])[C:5]2=[N:6][CH:7]=1. (2) The product is: [CH3:57][O:56][C:54](=[O:55])[NH:53][CH:46]([C:45]([N:41]1[CH2:42][CH2:43][CH2:44][CH:40]1[C:37]1[NH:36][C:35]([C:30]2[CH:29]=[CH:28][C:27]3[C:32](=[CH:33][CH:34]=[C:25]([C:22]4[CH:21]=[CH:20][C:19]([C:16]5[NH:15][C:14]([CH:9]6[CH2:10][C:11](=[CH2:13])[CH2:12][N:8]6[C:6](=[O:7])[CH:5]([NH:4][C:3]([O:2][CH3:1])=[O:65])[C:59]6[CH:60]=[N:61][CH:62]=[CH:63][CH:64]=6)=[N:18][CH:17]=5)=[CH:24][CH:23]=4)[CH:26]=3)[CH:31]=2)=[CH:39][N:38]=1)=[O:58])[CH:47]([CH3:48])[CH3:52]. Given the reactants [CH3:1][O:2][C:3](=[O:65])[NH:4][CH:5]([C:59]1[CH:60]=[N:61][CH:62]=[CH:63][CH:64]=1)[C:6]([N:8]1[CH2:12][C:11](=[CH2:13])[CH2:10][CH:9]1[C:14]1[NH:15][C:16]([C:19]2[CH:24]=[CH:23][C:22]([C:25]3[CH:34]=[CH:33][C:32]4[C:27](=[CH:28][CH:29]=[C:30]([C:35]5[NH:36][C:37]([CH:40]6[CH2:44][CH2:43][CH2:42][N:41]6[C:45](=[O:58])[CH:46]([NH:53][C:54]([O:56][CH3:57])=[O:55])[CH:47]6[CH2:52]COC[CH2:48]6)=[N:38][CH:39]=5)[CH:31]=4)[CH:26]=3)=[CH:21][CH:20]=2)=[CH:17][N:18]=1)=[O:7].C(OC(N1CC(=C)CC1C1NC(C2C=CC(C3C=CC4C(=CC=C(C5NC(C6CCCN6C(=O)C(NC(OC)=O)C(C)C)=NC=5)C=4)C=3)=CC=2)=CN=1)=O)(C)(C)C, predict the reaction product. (3) Given the reactants C([O:3][C:4](=O)[NH:5][CH2:6][CH2:7][C:8]1[S:9][CH:10]=[C:11]([Br:13])[CH:12]=1)C.O=P12OP3(OP(OP(O3)(O1)=O)(=O)O2)=O, predict the reaction product. The product is: [Br:13][C:11]1[C:12]2[C:4](=[O:3])[NH:5][CH2:6][CH2:7][C:8]=2[S:9][CH:10]=1.